Dataset: Catalyst prediction with 721,799 reactions and 888 catalyst types from USPTO. Task: Predict which catalyst facilitates the given reaction. (1) Reactant: C([O-])(=O)C.[NH4+:5].[C:6]([NH:9][CH:10]([C:16](=O)[CH3:17])[C:11]([O:13][CH2:14][CH3:15])=[O:12])(=O)[CH3:7]. Product: [CH3:7][C:6]1[NH:9][C:10]([C:11]([O:13][CH2:14][CH3:15])=[O:12])=[C:16]([CH3:17])[N:5]=1. The catalyst class is: 15. (2) Reactant: [F:1][C:2]([F:12])([F:11])[C:3](=[O:10])[CH2:4][C:5]([O:7][CH2:8][CH3:9])=[O:6].CO[CH:15](OC)[N:16]([CH3:18])[CH3:17]. Product: [CH3:15][N:16]([CH:18]=[C:4]([C:3](=[O:10])[C:2]([F:11])([F:12])[F:1])[C:5]([O:7][CH2:8][CH3:9])=[O:6])[CH3:17]. The catalyst class is: 48. (3) Reactant: C([N:8]1[C:13]([C:14]2[CH:19]=[CH:18][C:17]([Cl:20])=[CH:16][CH:15]=2)=[C:12]([C:21]2[CH:26]=[CH:25][C:24]([Cl:27])=[CH:23][CH:22]=2)[C:11](=[O:28])[N:10](CC2C=CC=CC=2)[C:9]1=[O:36])C1C=CC=CC=1.[Al+3].[Cl-].[Cl-].[Cl-]. Product: [Cl:27][C:24]1[CH:23]=[CH:22][C:21]([C:12]2[C:11](=[O:28])[NH:10][C:9](=[O:36])[NH:8][C:13]=2[C:14]2[CH:19]=[CH:18][C:17]([Cl:20])=[CH:16][CH:15]=2)=[CH:26][CH:25]=1. The catalyst class is: 11. (4) Reactant: [Br:1][C:2]1[C:3]([CH3:11])=[N:4][CH:5]=[C:6]([C:9]=1Cl)[C:7]#[N:8].[NH2:12][C:13]1[CH:14]=[C:15]2[C:19](=[CH:20][CH:21]=1)[NH:18][CH:17]=[CH:16]2. Product: [Br:1][C:2]1[C:3]([CH3:11])=[N:4][CH:5]=[C:6]([C:9]=1[NH:12][C:13]1[CH:14]=[C:15]2[C:19](=[CH:20][CH:21]=1)[NH:18][CH:17]=[CH:16]2)[C:7]#[N:8]. The catalyst class is: 8. (5) Reactant: [CH2:1]([O:3][C:4]1[CH:9]=[CH:8][CH:7]=[CH:6][C:5]=1[S:10][C:11]1[CH:16]=[CH:15][C:14](/[CH:17]=[CH:18]/[C:19]([N:21]2[CH2:26][CH2:25][CH2:24][CH:23]([C:27]([O:29]CC)=[O:28])[CH2:22]2)=[O:20])=[CH:13][C:12]=1[Cl:32])[CH3:2].[OH-].[Na+].[OH-].[K+]. Product: [CH2:1]([O:3][C:4]1[CH:9]=[CH:8][CH:7]=[CH:6][C:5]=1[S:10][C:11]1[CH:16]=[CH:15][C:14](/[CH:17]=[CH:18]/[C:19]([N:21]2[CH2:26][CH2:25][CH2:24][CH:23]([C:27]([OH:29])=[O:28])[CH2:22]2)=[O:20])=[CH:13][C:12]=1[Cl:32])[CH3:2]. The catalyst class is: 5. (6) The catalyst class is: 5. Reactant: [N:1]([CH2:4][C@H:5]1[N:9]([C:10]([O:12][C:13]([CH3:16])([CH3:15])[CH3:14])=[O:11])[C:8](=[O:17])[C@H:7]([CH2:18][CH2:19][CH2:20][Cl:21])[CH2:6]1)=[N+:2]=[N-:3].[BH4-].[Na+]. Product: [N:1]([CH2:4][C@@H:5]([NH:9][C:10](=[O:11])[O:12][C:13]([CH3:15])([CH3:14])[CH3:16])[CH2:6][C@H:7]([CH2:8][OH:17])[CH2:18][CH2:19][CH2:20][Cl:21])=[N+:2]=[N-:3]. (7) Reactant: [N:1]1[CH:6]=[CH:5][CH:4]=[N:3][C:2]=1[O:7][CH:8]1[CH2:13][CH2:12][CH2:11][N:10](C(OC(C)(C)C)=O)[CH2:9]1.[ClH:21]. Product: [ClH:21].[ClH:21].[NH:10]1[CH2:11][CH2:12][CH2:13][CH:8]([O:7][C:2]2[N:1]=[CH:6][CH:5]=[CH:4][N:3]=2)[CH2:9]1. The catalyst class is: 5. (8) Reactant: [Br:1][C:2]1[CH:3]=[C:4]([Cl:13])[C:5]2[O:9][CH:8]([CH2:10][OH:11])[CH2:7][C:6]=2[CH:12]=1.O. Product: [Br:1][C:2]1[CH:3]=[C:4]([Cl:13])[C:5]2[O:9][CH:8]([CH:10]=[O:11])[CH2:7][C:6]=2[CH:12]=1. The catalyst class is: 4.